From a dataset of Catalyst prediction with 721,799 reactions and 888 catalyst types from USPTO. Predict which catalyst facilitates the given reaction. (1) Reactant: [C:1]1([C:7]2[C:15]3[C:10](=[CH:11][CH:12]=[CH:13][CH:14]=3)[N:9]([S:16]([C:19]3[CH:24]=[CH:23][C:22]([CH3:25])=[CH:21][CH:20]=3)(=[O:18])=[O:17])[C:8]=2[CH:26]([NH2:28])[CH3:27])[CH:6]=[CH:5][CH:4]=[CH:3][CH:2]=1.Cl[C:30]1[N:38]=[CH:37][N:36]=[C:35]2[C:31]=1[N:32]=[CH:33][NH:34]2.CCN(C(C)C)C(C)C. Product: [C:1]1([C:7]2[C:15]3[C:10](=[CH:11][CH:12]=[CH:13][CH:14]=3)[N:9]([S:16]([C:19]3[CH:20]=[CH:21][C:22]([CH3:25])=[CH:23][CH:24]=3)(=[O:17])=[O:18])[C:8]=2[CH:26]([NH:28][C:30]2[N:38]=[CH:37][N:36]=[C:35]3[C:31]=2[N:32]=[CH:33][NH:34]3)[CH3:27])[CH:2]=[CH:3][CH:4]=[CH:5][CH:6]=1. The catalyst class is: 51. (2) Reactant: [CH2:1]([O:8][CH2:9][C@H:10]([NH:14][C:15]([O:17][C:18]([CH3:21])([CH3:20])[CH3:19])=[O:16])[C:11](O)=[O:12])[C:2]1[CH:7]=[CH:6][CH:5]=[CH:4][CH:3]=1.C[N:23]1CCOCC1.C(OC(Cl)=O)C(C)C.N. Product: [C:18]([O:17][C:15](=[O:16])[NH:14][C@H:10]([C:11](=[O:12])[NH2:23])[CH2:9][O:8][CH2:1][C:2]1[CH:7]=[CH:6][CH:5]=[CH:4][CH:3]=1)([CH3:21])([CH3:20])[CH3:19]. The catalyst class is: 1. (3) Reactant: [C:1]([O:5][C:6](=[O:20])[NH:7][C:8]1[CH:13]=[CH:12][C:11]([O:14][C:15]([F:18])([F:17])[F:16])=[C:10](Br)[CH:9]=1)([CH3:4])([CH3:3])[CH3:2].[CH3:21][N:22]1[C:26](B(O)O)=[CH:25][CH:24]=[N:23]1.C(=O)([O-])[O-].[Na+].[Na+].COCCOC. Product: [C:1]([O:5][C:6](=[O:20])[NH:7][C:8]1[CH:13]=[CH:12][C:11]([O:14][C:15]([F:18])([F:17])[F:16])=[C:10]([C:26]2[N:22]([CH3:21])[N:23]=[CH:24][CH:25]=2)[CH:9]=1)([CH3:4])([CH3:3])[CH3:2]. The catalyst class is: 103. (4) Reactant: Br[C:2]1[C:3]([F:15])=[C:4]([NH:8][S:9]([CH2:12][CH2:13][CH3:14])(=[O:11])=[O:10])[CH:5]=[CH:6][CH:7]=1.C([O-])(=O)C.[K+].[B:21]1([B:21]2[O:25][C:24]([CH3:27])([CH3:26])[C:23]([CH3:29])([CH3:28])[O:22]2)[O:25][C:24]([CH3:27])([CH3:26])[C:23]([CH3:29])([CH3:28])[O:22]1.C(Cl)Cl. Product: [F:15][C:3]1[C:2]([B:21]2[O:25][C:24]([CH3:27])([CH3:26])[C:23]([CH3:29])([CH3:28])[O:22]2)=[CH:7][CH:6]=[CH:5][C:4]=1[NH:8][S:9]([CH2:12][CH2:13][CH3:14])(=[O:11])=[O:10]. The catalyst class is: 11. (5) Product: [N+:8]([C:5]1[CH:6]=[CH:7][C:2]([N:12]2[CH2:17][CH2:16][NH:15][CH2:14][CH2:13]2)=[C:3]([NH2:11])[CH:4]=1)([O-:10])=[O:9]. The catalyst class is: 37. Reactant: F[C:2]1[CH:7]=[CH:6][C:5]([N+:8]([O-:10])=[O:9])=[CH:4][C:3]=1[NH2:11].[NH:12]1[CH2:17][CH2:16][NH:15][CH2:14][CH2:13]1.